Dataset: Peptide-MHC class II binding affinity with 134,281 pairs from IEDB. Task: Regression. Given a peptide amino acid sequence and an MHC pseudo amino acid sequence, predict their binding affinity value. This is MHC class II binding data. (1) The peptide sequence is KYQEFFWDANDIYRI. The MHC is HLA-DPA10103-DPB10401 with pseudo-sequence HLA-DPA10103-DPB10401. The binding affinity (normalized) is 0.332. (2) The peptide sequence is KRFFLPVFSDEVLAG. The MHC is DRB1_0401 with pseudo-sequence DRB1_0401. The binding affinity (normalized) is 0.788. (3) The peptide sequence is VKPLYIITPTNVSHI. The MHC is DRB1_0701 with pseudo-sequence DRB1_0701. The binding affinity (normalized) is 0.986. (4) The peptide sequence is PKYVKQNTLKLAT. The MHC is DRB1_0401 with pseudo-sequence DRB1_0401. The binding affinity (normalized) is 0.654. (5) The peptide sequence is AFKVANTAANAAPAN. The MHC is HLA-DPA10201-DPB11401 with pseudo-sequence HLA-DPA10201-DPB11401. The binding affinity (normalized) is 0.753.